From a dataset of Forward reaction prediction with 1.9M reactions from USPTO patents (1976-2016). Predict the product of the given reaction. (1) Given the reactants [Cl:1][C:2]1[CH:35]=[CH:34][C:5]([CH2:6][O:7][NH:8][C:9]([C:11]2[CH:33]=[CH:32][C:14]([O:15][C:16]3[CH:25]=[C:24]4[C:19]([CH:20]([C:26]([O:28]C)=[O:27])[CH2:21][CH2:22][O:23]4)=[CH:18][C:17]=3[C:30]#[N:31])=[CH:13][CH:12]=2)=[O:10])=[CH:4][CH:3]=1.[OH-].[Na+].O.CO, predict the reaction product. The product is: [Cl:1][C:2]1[CH:3]=[CH:4][C:5]([CH2:6][O:7][NH:8][C:9]([C:11]2[CH:33]=[CH:32][C:14]([O:15][C:16]3[CH:25]=[C:24]4[C:19]([CH:20]([C:26]([OH:28])=[O:27])[CH2:21][CH2:22][O:23]4)=[CH:18][C:17]=3[C:30]#[N:31])=[CH:13][CH:12]=2)=[O:10])=[CH:34][CH:35]=1. (2) Given the reactants [F:1][C:2]1[CH:7]=[C:6]([C:8]([F:11])([F:10])[F:9])[CH:5]=[CH:4][C:3]=1[CH:12]1[CH2:17][N:16]([C:18]([N:20]2[CH2:25][CH2:24][S:23][CH2:22][CH2:21]2)=[O:19])[CH2:15][CH:14]([C:26]([O:28]C)=[O:27])[CH2:13]1.CC(C)([O-])C.[K+], predict the reaction product. The product is: [F:1][C:2]1[CH:7]=[C:6]([C:8]([F:11])([F:9])[F:10])[CH:5]=[CH:4][C:3]=1[CH:12]1[CH2:17][N:16]([C:18]([N:20]2[CH2:25][CH2:24][S:23][CH2:22][CH2:21]2)=[O:19])[CH2:15][CH:14]([C:26]([OH:28])=[O:27])[CH2:13]1. (3) Given the reactants C[O:2][C:3]1[CH:12]=[C:11]2[C:6]([C:7](=[O:34])[C:8]([C:24]3[CH:33]=[CH:32][C:27]([C:28]([O:30]C)=[O:29])=[CH:26][CH:25]=3)=[C:9]([CH2:13][C:14]3[CH:19]=[CH:18][C:17]([C:20]([O:22]C)=[O:21])=[CH:16][CH:15]=3)[S:10]2)=[CH:5][CH:4]=1.[Cl-].[Cl-].[Cl-].[Al+3], predict the reaction product. The product is: [C:20]([C:17]1[CH:16]=[CH:15][C:14]([CH2:13][C:9]2[S:10][C:11]3[C:6]([C:7](=[O:34])[C:8]=2[C:24]2[CH:33]=[CH:32][C:27]([C:28]([OH:30])=[O:29])=[CH:26][CH:25]=2)=[CH:5][CH:4]=[C:3]([OH:2])[CH:12]=3)=[CH:19][CH:18]=1)([OH:22])=[O:21]. (4) The product is: [Cl:24][C:17]1[N:18]=[CH:19][C:20]2[NH:21][C:4](=[O:3])[C:5]([F:26])([F:25])[CH2:6][N:7]([CH2:8][CH2:9][C:10]3[S:11][CH:12]=[CH:13][CH:14]=3)[C:15]=2[N:16]=1. Given the reactants C([O:3][C:4](=O)[C:5]([F:26])([F:25])[CH2:6][N:7]([C:15]1[C:20]([N+:21]([O-])=O)=[CH:19][N:18]=[C:17]([Cl:24])[N:16]=1)[CH2:8][CH2:9][C:10]1[S:11][CH:12]=[CH:13][CH:14]=1)C, predict the reaction product. (5) Given the reactants [Cl:1][C:2]1[CH:7]=[CH:6][CH:5]=[C:4]([Cl:8])[C:3]=1[NH:9][C:10]1[CH:15]=[CH:14][C:13]([CH:16]2[O:21][CH2:20][CH2:19][N:18]([CH2:22][CH2:23][C:24]([OH:26])=[O:25])[CH2:17]2)=[CH:12][CH:11]=1.Cl.O1CCOCC1, predict the reaction product. The product is: [ClH:1].[Cl:8][C:4]1[CH:5]=[CH:6][CH:7]=[C:2]([Cl:1])[C:3]=1[NH:9][C:10]1[CH:11]=[CH:12][C:13]([CH:16]2[O:21][CH2:20][CH2:19][N:18]([CH2:22][CH2:23][C:24]([OH:26])=[O:25])[CH2:17]2)=[CH:14][CH:15]=1.